Dataset: Reaction yield outcomes from USPTO patents with 853,638 reactions. Task: Predict the reaction yield, written as a fraction of the theoretical maximum amount of product (1.0 means a 100% yield; for example, 0.34 means a 34% yield). (1) The reactants are BrBr.[Mg].Br[C:5]1[CH:12]=[CH:11][C:8]([C:9]#[N:10])=[CH:7][CH:6]=1.C([Mg]Cl)(C)C.[Li+].[Cl-].[C:20]1(=[O:25])[CH2:24][CH2:23][CH2:22][CH2:21]1. No catalyst specified. The product is [OH:25][C:20]1([C:5]2[CH:12]=[CH:11][C:8]([C:9]#[N:10])=[CH:7][CH:6]=2)[CH2:24][CH2:23][CH2:22][CH2:21]1. The yield is 0.950. (2) The reactants are [Br:1][C:2]1[CH:7]=[CH:6][C:5]([C:8]2[N:9]=[C:10]([C:13](OCC)=[O:14])[NH:11][CH:12]=2)=[CH:4][CH:3]=1. The catalyst is C1COCC1.C1(C)C=CC=CC=1. The product is [Br:1][C:2]1[CH:3]=[CH:4][C:5]([C:8]2[N:9]=[C:10]([CH2:13][OH:14])[NH:11][CH:12]=2)=[CH:6][CH:7]=1. The yield is 0.710. (3) The catalyst is ClCCl. The product is [CH2:18]([NH:21][C@H:1]1[C:9]2[C:4](=[CH:5][CH:6]=[CH:7][CH:8]=2)[CH2:3][CH2:2]1)[C:19]#[CH:20]. The reactants are [C@@H:1]1(O)[C:9]2[C:4](=[CH:5][CH:6]=[CH:7][CH:8]=2)[CH2:3][CH2:2]1.C(N(CC)CC)C.[CH2:18]([NH2:21])[C:19]#[CH:20].C(OCC)(=O)C. The yield is 0.680. (4) The product is [Br:1][C:2]1[CH:3]=[C:4]([NH:9][C:10](=[O:12])[CH3:11])[C:5]([CH3:8])=[N:6][CH:7]=1. The yield is 0.630. The reactants are [Br:1][C:2]1[CH:3]=[C:4]([NH2:9])[C:5]([CH3:8])=[N:6][CH:7]=1.[C:10](OC(=O)C)(=[O:12])[CH3:11].C(N(CC)CC)C. The catalyst is ClCCl. (5) The reactants are [CH3:1][C:2]1([CH3:27])[C:10]2[C:5](=[CH:6][CH:7]=[C:8]([N:11](C(OC(C)(C)C)=O)[NH:12]C(OC(C)(C)C)=O)[CH:9]=2)[CH2:4][CH2:3]1.FC(F)(F)C(O)=O.[C:35]([O:41]CC)(=O)[CH2:36][C:37]([CH3:39])=O. The catalyst is C(O)(=O)C. The product is [CH3:1][C:2]1([CH3:27])[C:10]2[C:5](=[CH:6][CH:7]=[C:8]([N:11]3[C:35](=[O:41])[CH2:36][C:37]([CH3:39])=[N:12]3)[CH:9]=2)[CH2:4][CH2:3]1. The yield is 0.477. (6) The reactants are [I:1][C:2]1[C:3]([C:8]([OH:10])=[O:9])=[N:4][CH:5]=[CH:6][CH:7]=1.OS(O)(=O)=O.[CH3:16]O. No catalyst specified. The product is [I:1][C:2]1[C:3]([C:8]([O:10][CH3:16])=[O:9])=[N:4][CH:5]=[CH:6][CH:7]=1. The yield is 0.700. (7) The reactants are [F:1][C:2]1[CH:7]=[CH:6][C:5]([N:8]2[CH:12]=[N:11][N:10]=[C:9]2[CH:13]=O)=[CH:4][CH:3]=1.C(OP([CH2:23][C:24]([O:26]CC)=[O:25])(OCC)=O)C.[H-].[Na+].Cl. The catalyst is O1CCCC1. The product is [F:1][C:2]1[CH:3]=[CH:4][C:5]([N:8]2[CH:12]=[N:11][N:10]=[C:9]2/[CH:13]=[CH:23]/[C:24]([OH:26])=[O:25])=[CH:6][CH:7]=1. The yield is 0.760. (8) The reactants are [CH2:1]([NH:5][C:6](=[O:12])[O:7][C:8]([CH3:11])([CH3:10])[CH3:9])[CH2:2][CH:3]=[CH2:4].[Li]CCCC.Cl[CH2:19][C:20](=[O:41])[CH:21]=[P:22]([C:35]1[CH:40]=[CH:39][CH:38]=[CH:37][CH:36]=1)([C:29]1[CH:34]=[CH:33][CH:32]=[CH:31][CH:30]=1)[C:23]1[CH:28]=[CH:27][CH:26]=[CH:25][CH:24]=1.O. The catalyst is C1COCC1. The product is [CH2:1]([N:5]([CH2:19][C:20](=[O:41])[CH:21]=[P:22]([C:29]1[CH:34]=[CH:33][CH:32]=[CH:31][CH:30]=1)([C:23]1[CH:24]=[CH:25][CH:26]=[CH:27][CH:28]=1)[C:35]1[CH:40]=[CH:39][CH:38]=[CH:37][CH:36]=1)[C:6](=[O:12])[O:7][C:8]([CH3:11])([CH3:10])[CH3:9])[CH2:2][CH:3]=[CH2:4]. The yield is 0.840.